From a dataset of Forward reaction prediction with 1.9M reactions from USPTO patents (1976-2016). Predict the product of the given reaction. (1) The product is: [Br-:18].[F:21][CH2:20][CH2:19][N+:15]1[CH:16]=[CH:17][C:12]([C:5]2[CH:6]=[CH:7][C:8]([N+:9]([O-:11])=[O:10])=[C:3]([O:2][CH3:1])[CH:4]=2)=[CH:13][CH:14]=1. Given the reactants [CH3:1][O:2][C:3]1[CH:4]=[C:5]([C:12]2[CH:17]=[CH:16][N:15]=[CH:14][CH:13]=2)[CH:6]=[CH:7][C:8]=1[N+:9]([O-:11])=[O:10].[Br:18][CH2:19][CH2:20][F:21], predict the reaction product. (2) Given the reactants C(Cl)(=O)C(Cl)=O.CS(C)=O.[Cl:11][C:12]1[CH:17]=[CH:16][CH:15]=[C:14]([I:18])[C:13]=1[CH2:19][OH:20].C(N(CC)CC)C, predict the reaction product. The product is: [Cl:11][C:12]1[CH:17]=[CH:16][CH:15]=[C:14]([I:18])[C:13]=1[CH:19]=[O:20]. (3) The product is: [NH2:1][C:2]1[CH:10]=[C:9]([CH3:11])[CH:8]=[CH:7][C:3]=1[C:4]([NH:12][CH2:13][CH2:14][CH2:15][C@H:16]1[O:20][C:19](=[O:21])[N:18]([C:22]2[CH:23]=[CH:24][C:25]3[S:30][CH2:29][C:28](=[O:31])[NH:27][C:26]=3[CH:32]=2)[CH2:17]1)=[O:6]. Given the reactants [NH2:1][C:2]1[CH:10]=[C:9]([CH3:11])[CH:8]=[CH:7][C:3]=1[C:4]([OH:6])=O.[NH2:12][CH2:13][CH2:14][CH2:15][C@H:16]1[O:20][C:19](=[O:21])[N:18]([C:22]2[CH:23]=[CH:24][C:25]3[S:30][CH2:29][C:28](=[O:31])[NH:27][C:26]=3[CH:32]=2)[CH2:17]1, predict the reaction product. (4) The product is: [N:1]1([CH2:7][C:8]2[CH:13]=[CH:12][C:11]3[NH:14][C:24]([C:20]4[C:19]([N+:16]([O-:18])=[O:17])=[CH:23][NH:22][N:21]=4)=[N:15][C:10]=3[CH:9]=2)[CH2:6][CH2:5][O:4][CH2:3][CH2:2]1. Given the reactants [N:1]1([CH2:7][C:8]2[CH:9]=[C:10]([NH2:15])[C:11]([NH2:14])=[CH:12][CH:13]=2)[CH2:6][CH2:5][O:4][CH2:3][CH2:2]1.[N+:16]([C:19]1[C:20]([C:24](O)=O)=[N:21][NH:22][CH:23]=1)([O-:18])=[O:17], predict the reaction product. (5) Given the reactants Br[C:2]1[C:10]2[C:5](=[CH:6][CH:7]=[C:8]([N+:11]([O-:13])=[O:12])[CH:9]=2)[N:4]([C:14]([C:27]2[CH:32]=[CH:31][CH:30]=[CH:29][CH:28]=2)([C:21]2[CH:26]=[CH:25][CH:24]=[CH:23][CH:22]=2)[C:15]2[CH:20]=[CH:19][CH:18]=[CH:17][CH:16]=2)[N:3]=1.[N:33]1[CH:38]=[CH:37][C:36](B(O)O)=[CH:35][CH:34]=1.C(=O)([O-])[O-].[Na+].[Na+], predict the reaction product. The product is: [N+:11]([C:8]1[CH:9]=[C:10]2[C:5](=[CH:6][CH:7]=1)[N:4]([C:14]([C:27]1[CH:32]=[CH:31][CH:30]=[CH:29][CH:28]=1)([C:21]1[CH:22]=[CH:23][CH:24]=[CH:25][CH:26]=1)[C:15]1[CH:20]=[CH:19][CH:18]=[CH:17][CH:16]=1)[N:3]=[C:2]2[C:36]1[CH:37]=[CH:38][N:33]=[CH:34][CH:35]=1)([O-:13])=[O:12].